From a dataset of Reaction yield outcomes from USPTO patents with 853,638 reactions. Predict the reaction yield, written as a fraction of the theoretical maximum amount of product (1.0 means a 100% yield; for example, 0.34 means a 34% yield). (1) The reactants are [CH2:1]([C:3]1[CH:4]=[C:5]2[C:9](=[CH:10][CH:11]=1)[NH:8][CH2:7][CH2:6]2)[CH3:2].[N+:12]([O-])([O-:14])=[O:13].[K+].[OH-].[Na+]. The catalyst is OS(O)(=O)=O. The product is [CH2:1]([C:3]1[CH:4]=[C:5]2[C:9](=[CH:10][C:11]=1[N+:12]([O-:14])=[O:13])[NH:8][CH2:7][CH2:6]2)[CH3:2]. The yield is 0.580. (2) The reactants are Cl.[CH3:2][NH:3][C@@H:4]([CH2:16][C:17]1[CH:22]=[CH:21][CH:20]=[CH:19][CH:18]=1)[CH2:5][CH2:6][NH:7][C:8]([C:10]1[CH:15]=[CH:14][CH:13]=[CH:12][N:11]=1)=[O:9].[CH3:23][O:24][C:25]1[CH:26]=[C:27]([CH:31]=[CH:32][C:33]=1[O:34][CH3:35])[C:28](Cl)=[O:29].C(=O)([O-])[O-].[K+].[K+]. The catalyst is C(Cl)Cl.O.CCOC(C)=O. The product is [CH3:23][O:24][C:25]1[CH:26]=[C:27]([CH:31]=[CH:32][C:33]=1[O:34][CH3:35])[C:28]([N:3]([CH3:2])[C@@H:4]([CH2:16][C:17]1[CH:18]=[CH:19][CH:20]=[CH:21][CH:22]=1)[CH2:5][CH2:6][NH:7][C:8]([C:10]1[CH:15]=[CH:14][CH:13]=[CH:12][N:11]=1)=[O:9])=[O:29]. The yield is 0.650.